From a dataset of Forward reaction prediction with 1.9M reactions from USPTO patents (1976-2016). Predict the product of the given reaction. (1) Given the reactants S(Cl)(Cl)=O.[O:5]1[CH2:10][CH2:9][N:8]([C:11]2[CH:19]=[CH:18][C:14]([C:15]([OH:17])=[O:16])=[CH:13][CH:12]=2)[CH2:7][CH2:6]1.[CH3:20]O, predict the reaction product. The product is: [CH3:20][O:16][C:15](=[O:17])[C:14]1[CH:13]=[CH:12][C:11]([N:8]2[CH2:7][CH2:6][O:5][CH2:10][CH2:9]2)=[CH:19][CH:18]=1. (2) Given the reactants [CH3:1][C:2]1[CH:11]=[CH:10][C:9]2[C:8]([C:12]([OH:14])=[O:13])=[CH:7][CH:6]=[CH:5][C:4]=2[N:3]=1.OS(O)(=O)=O.[CH3:20][CH2:21]O, predict the reaction product. The product is: [CH3:1][C:2]1[CH:11]=[CH:10][C:9]2[C:8]([C:12]([O:14][CH2:20][CH3:21])=[O:13])=[CH:7][CH:6]=[CH:5][C:4]=2[N:3]=1. (3) Given the reactants [O:1]=[C:2]1[N:8]([CH:9]2[CH2:14][CH2:13][N:12]([C:15]([O:17][C@@H:18]([C:29](=[O:45])[NH:30][CH2:31][CH2:32][CH2:33][CH2:34][CH2:35][CH2:36][NH:37]C(OC(C)(C)C)=O)[CH2:19][C:20]3[CH:25]=[C:24]([CH3:26])[C:23]([OH:27])=[C:22]([CH3:28])[CH:21]=3)=[O:16])[CH2:11][CH2:10]2)[CH2:7][CH2:6][C:5]2[CH:46]=[CH:47][CH:48]=[CH:49][C:4]=2[NH:3]1, predict the reaction product. The product is: [O:1]=[C:2]1[N:8]([CH:9]2[CH2:10][CH2:11][N:12]([C:15]([O:17][C@@H:18]([C:29](=[O:45])[NH:30][CH2:31][CH2:32][CH2:33][CH2:34][CH2:35][CH2:36][NH2:37])[CH2:19][C:20]3[CH:25]=[C:24]([CH3:26])[C:23]([OH:27])=[C:22]([CH3:28])[CH:21]=3)=[O:16])[CH2:13][CH2:14]2)[CH2:7][CH2:6][C:5]2[CH:46]=[CH:47][CH:48]=[CH:49][C:4]=2[NH:3]1. (4) Given the reactants [CH3:1][C:2]1[CH:3]=[C:4]([CH:9]2[CH2:14][N:13]([C:15]([O:17]C3C=CC([N+]([O-])=O)=CC=3)=O)[CH2:12][CH:11]([C:27]([O:29][CH3:30])=[O:28])[CH2:10]2)[CH:5]=[CH:6][C:7]=1[CH3:8].[OH:31][CH:32]1[CH2:37][CH2:36][NH:35][CH2:34][CH2:33]1.C(=O)([O-])[O-].[K+].[K+], predict the reaction product. The product is: [CH3:1][C:2]1[CH:3]=[C:4]([CH:9]2[CH2:14][N:13]([C:15]([N:35]3[CH2:36][CH2:37][CH:32]([OH:31])[CH2:33][CH2:34]3)=[O:17])[CH2:12][CH:11]([C:27]([O:29][CH3:30])=[O:28])[CH2:10]2)[CH:5]=[CH:6][C:7]=1[CH3:8]. (5) Given the reactants [F:1][C:2]1[CH:7]=[C:6]([CH:8]2[CH2:13][CH2:12][NH:11][CH2:10][CH2:9]2)[CH:5]=[CH:4][C:3]=1[C:14]1[O:15][C:16]2[C:22]([C:23]([NH2:25])=[O:24])=[CH:21][CH:20]=[CH:19][C:17]=2[N:18]=1.[CH:26](=O)[CH2:27][CH3:28].[H][H], predict the reaction product. The product is: [F:1][C:2]1[CH:7]=[C:6]([CH:8]2[CH2:9][CH2:10][N:11]([CH2:26][CH2:27][CH3:28])[CH2:12][CH2:13]2)[CH:5]=[CH:4][C:3]=1[C:14]1[O:15][C:16]2[C:22]([C:23]([NH2:25])=[O:24])=[CH:21][CH:20]=[CH:19][C:17]=2[N:18]=1. (6) Given the reactants COP([CH2:7][C:8]([O:10][CH2:11][C:12]1[CH:17]=[CH:16][CH:15]=[CH:14][CH:13]=1)=[O:9])(OC)=O.[H-].[Na+].[CH:20]([C:22]1[N:23]([CH2:27][C:28]([O:30][CH2:31][CH3:32])=[O:29])[CH:24]=[CH:25][N:26]=1)=O.[Cl-].[NH4+], predict the reaction product. The product is: [CH2:31]([O:30][C:28](=[O:29])[CH2:27][N:23]1[CH:24]=[CH:25][N:26]=[C:22]1/[CH:20]=[CH:7]/[C:8]([O:10][CH2:11][C:12]1[CH:13]=[CH:14][CH:15]=[CH:16][CH:17]=1)=[O:9])[CH3:32]. (7) Given the reactants [Cl:1][C:2]1[CH:18]=[CH:17][C:5]([O:6][C:7]2[CH:12]=[CH:11][C:10]([C:13](=[N:15]O)[CH3:14])=[CH:9][CH:8]=2)=[C:4]([F:19])[CH:3]=1.N.[H][H], predict the reaction product. The product is: [Cl:1][C:2]1[CH:18]=[CH:17][C:5]([O:6][C:7]2[CH:8]=[CH:9][C:10]([CH:13]([NH2:15])[CH3:14])=[CH:11][CH:12]=2)=[C:4]([F:19])[CH:3]=1. (8) Given the reactants [OH:1][CH2:2][CH2:3][N:4]([CH3:18])[CH2:5][CH:6]([OH:17])[CH2:7][C:8]1([N+:14]([O-])=O)[CH2:13][CH2:12][CH2:11][CH2:10][CH2:9]1, predict the reaction product. The product is: [NH2:14][C:8]1([CH2:7][CH:6]([OH:17])[CH2:5][N:4]([CH2:3][CH2:2][OH:1])[CH3:18])[CH2:13][CH2:12][CH2:11][CH2:10][CH2:9]1.